From a dataset of Forward reaction prediction with 1.9M reactions from USPTO patents (1976-2016). Predict the product of the given reaction. (1) Given the reactants [F:1][C:2]([F:24])([F:23])[C:3]1[CH:4]=[C:5]([NH:9][C:10]([C:12]2[CH:17]=[CH:16][CH:15]=[CH:14][C:13]=2/[CH:18]=[CH:19]/[C:20](O)=[O:21])=[O:11])[CH:6]=[CH:7][CH:8]=1.CN1CCOCC1.[NH2:32][OH:33].Cl, predict the reaction product. The product is: [OH:33][NH:32][C:20](=[O:21])/[CH:19]=[CH:18]/[C:13]1[CH:14]=[CH:15][CH:16]=[CH:17][C:12]=1[C:10]([NH:9][C:5]1[CH:6]=[CH:7][CH:8]=[C:3]([C:2]([F:24])([F:23])[F:1])[CH:4]=1)=[O:11]. (2) The product is: [NH2:1][C:2]1[N:7]=[CH:6][C:5]([C:8]2[CH:9]=[CH:10][C:11]([C:14]([N:15]([CH3:16])[CH3:17])=[O:18])=[CH:12][CH:13]=2)=[N:4][C:3]=1[C:19]([NH:23][NH2:24])=[O:21]. Given the reactants [NH2:1][C:2]1[C:3]([C:19]([O:21]C)=O)=[N:4][C:5]([C:8]2[CH:13]=[CH:12][C:11]([C:14](=[O:18])[N:15]([CH3:17])[CH3:16])=[CH:10][CH:9]=2)=[CH:6][N:7]=1.[NH2:23][NH2:24], predict the reaction product. (3) Given the reactants [NH2:1][C:2]1[CH:7]=[CH:6][C:5]([S:8]([C:10]2[CH:11]=[C:12]([NH:16][S:17]([C:20]3[CH:25]=[CH:24][CH:23]=[CH:22][CH:21]=3)(=[O:19])=[O:18])[CH:13]=[CH:14][CH:15]=2)=[O:9])=[CH:4][C:3]=1[CH2:26][NH:27][CH2:28][CH2:29][CH3:30].[N:31]#[C:32]Br, predict the reaction product. The product is: [NH2:31][C:32]1[N:27]([CH2:28][CH2:29][CH3:30])[CH2:26][C:3]2[C:2](=[CH:7][CH:6]=[C:5]([S:8]([C:10]3[CH:11]=[C:12]([NH:16][S:17]([C:20]4[CH:25]=[CH:24][CH:23]=[CH:22][CH:21]=4)(=[O:19])=[O:18])[CH:13]=[CH:14][CH:15]=3)=[O:9])[CH:4]=2)[N:1]=1. (4) Given the reactants Cl[C:2]1[N:7]=[C:6]([C:8]2[CH:13]=[CH:12][C:11]([Cl:14])=[C:10]([Cl:15])[CH:9]=2)[CH:5]=[C:4]([C:16]([F:19])([F:18])[F:17])[N:3]=1.[Br:20][C:21]1[CH:22]=[C:23](B(O)O)[CH:24]=[CH:25][CH:26]=1, predict the reaction product. The product is: [Br:20][C:21]1[CH:26]=[C:25]([C:2]2[N:7]=[C:6]([C:8]3[CH:13]=[CH:12][C:11]([Cl:14])=[C:10]([Cl:15])[CH:9]=3)[CH:5]=[C:4]([C:16]([F:19])([F:18])[F:17])[N:3]=2)[CH:24]=[CH:23][CH:22]=1. (5) Given the reactants [Cl:1][C:2]1[CH:3]=[C:4]([CH:21]=[C:22]([Cl:24])[CH:23]=1)[CH2:5][N:6]1[CH:10]=[CH:9][N:8]=[C:7]1[CH2:11][NH:12][CH2:13][C:14]1[CH:19]=[CH:18][CH:17]=[C:16]([F:20])[CH:15]=1.[CH3:25][C:26]([CH3:28])=O.[BH3-]C#N.[Na+].O, predict the reaction product. The product is: [Cl:1][C:2]1[CH:3]=[C:4]([CH:21]=[C:22]([Cl:24])[CH:23]=1)[CH2:5][N:6]1[CH:10]=[CH:9][N:8]=[C:7]1[CH2:11][N:12]([CH2:13][C:14]1[CH:19]=[CH:18][CH:17]=[C:16]([F:20])[CH:15]=1)[CH:26]([CH3:28])[CH3:25]. (6) Given the reactants [Cl:1][C:2]1[N:13]=[C:12](Cl)[C:11]2[C:10]3[CH2:9][CH2:8][CH2:7][C:6]=3[S:5][C:4]=2[N:3]=1.[C@H:15]1([NH2:22])[CH2:20][CH2:19][C@H:18]([NH2:21])[CH2:17][CH2:16]1.C(=O)([O-])[O-].[K+].[K+], predict the reaction product. The product is: [Cl:1][C:2]1[N:13]=[C:12]([NH:21][CH:18]2[CH2:19][CH2:20][CH:15]([NH2:22])[CH2:16][CH2:17]2)[C:11]2[C:10]3[CH2:9][CH2:8][CH2:7][C:6]=3[S:5][C:4]=2[N:3]=1. (7) Given the reactants [NH2:1][C@H:2]1[C:11]2[C:6](=[CH:7][CH:8]=[C:9]([N:12]3[CH2:17][CH2:16][O:15][CH2:14][CH2:13]3)[CH:10]=2)[N:5]([C:18](=[O:20])[CH3:19])[C@@H:4]([CH:21]2[CH2:23][CH2:22]2)[C@@H:3]1[CH3:24].Br[C:26]1[CH:31]=[CH:30][CH:29]=[CH:28][CH:27]=1.CC(C)([O-])C.[Na+].CN(C1C(C2C(P(C3CCCCC3)C3CCCCC3)=CC=CC=2)=CC=CC=1)C, predict the reaction product. The product is: [CH:21]1([C@H:4]2[C@H:3]([CH3:24])[C@@H:2]([NH:1][C:26]3[CH:31]=[CH:30][CH:29]=[CH:28][CH:27]=3)[C:11]3[C:6](=[CH:7][CH:8]=[C:9]([N:12]4[CH2:13][CH2:14][O:15][CH2:16][CH2:17]4)[CH:10]=3)[N:5]2[C:18](=[O:20])[CH3:19])[CH2:23][CH2:22]1.